From a dataset of Full USPTO retrosynthesis dataset with 1.9M reactions from patents (1976-2016). Predict the reactants needed to synthesize the given product. (1) Given the product [F:28][C:2]([F:1])([O:19][C:20]1[CH:21]=[CH:22][C:23]([S:26][CH3:27])=[CH:24][CH:25]=1)[C@@H:3]([NH:29][C@@H:30]([CH2:34][S:35][C:36]([C:49]1[CH:54]=[CH:53][CH:52]=[CH:51][CH:50]=1)([C:37]1[CH:38]=[CH:39][CH:40]=[CH:41][CH:42]=1)[C:43]1[CH:48]=[CH:47][CH:46]=[CH:45][CH:44]=1)[C:31]([OH:33])=[O:32])[C:4]1[CH:5]=[CH:6][C:7]([F:10])=[CH:8][CH:9]=1, predict the reactants needed to synthesize it. The reactants are: [F:1][C:2]([F:28])([O:19][C:20]1[CH:25]=[CH:24][C:23]([S:26][CH3:27])=[CH:22][CH:21]=1)[C@H:3](OS(C(F)(F)F)(=O)=O)[C:4]1[CH:9]=[CH:8][C:7]([F:10])=[CH:6][CH:5]=1.[NH2:29][C@@H:30]([CH2:34][S:35][C:36]([C:49]1[CH:54]=[CH:53][CH:52]=[CH:51][CH:50]=1)([C:43]1[CH:48]=[CH:47][CH:46]=[CH:45][CH:44]=1)[C:37]1[CH:42]=[CH:41][CH:40]=[CH:39][CH:38]=1)[C:31]([OH:33])=[O:32]. (2) Given the product [Cl:28][C:29]1[CH:37]=[CH:36][C:32]([C:33]([NH:27][S:24]([NH:23][C:11]2([C:7]3[CH:8]=[CH:9][CH:10]=[C:5]([O:4][CH3:3])[CH:6]=3)[CH2:12][CH2:13][N:14]([C:17]3[N:18]=[CH:19][CH:20]=[CH:21][N:22]=3)[CH2:15][CH2:16]2)(=[O:26])=[O:25])=[O:34])=[CH:31][CH:30]=1, predict the reactants needed to synthesize it. The reactants are: [H-].[Na+].[CH3:3][O:4][C:5]1[CH:6]=[C:7]([C:11]2([NH:23][S:24]([NH2:27])(=[O:26])=[O:25])[CH2:16][CH2:15][N:14]([C:17]3[N:22]=[CH:21][CH:20]=[CH:19][N:18]=3)[CH2:13][CH2:12]2)[CH:8]=[CH:9][CH:10]=1.[Cl:28][C:29]1[CH:37]=[CH:36][C:32]([C:33](Cl)=[O:34])=[CH:31][CH:30]=1.Cl.